This data is from Catalyst prediction with 721,799 reactions and 888 catalyst types from USPTO. The task is: Predict which catalyst facilitates the given reaction. (1) Reactant: [CH3:1][N:2]1[C:6]([C:7]([NH:9][C:10]2[CH:15]=[CH:14][CH:13]=[C:12]([O:16][C:17]3[CH:22]=[CH:21][C:20]([N+:23]([O-])=O)=[CH:19][N:18]=3)[CH:11]=2)=[O:8])=[CH:5][C:4]([CH3:26])=[N:3]1. Product: [NH2:23][C:20]1[CH:21]=[CH:22][C:17]([O:16][C:12]2[CH:11]=[C:10]([NH:9][C:7]([C:6]3[N:2]([CH3:1])[N:3]=[C:4]([CH3:26])[CH:5]=3)=[O:8])[CH:15]=[CH:14][CH:13]=2)=[N:18][CH:19]=1. The catalyst class is: 129. (2) Reactant: C([O-])([O-])=O.[K+].[K+].[F:7][C:8]1[CH:9]=[C:10]([OH:15])[CH:11]=[C:12]([F:14])[CH:13]=1.[CH3:16][O:17][C:18](=[O:27])/[CH:19]=[C:20](\[NH:22][C:23](=[O:26])[CH2:24]Br)/[CH3:21]. Product: [CH3:16][O:17][C:18](=[O:27])/[CH:19]=[C:20](\[NH:22][C:23](=[O:26])[CH2:24][O:15][C:10]1[CH:9]=[C:8]([F:7])[CH:13]=[C:12]([F:14])[CH:11]=1)/[CH3:21]. The catalyst class is: 21. (3) Reactant: [N:1]([C:4]1[CH:5]=[C:6]([S:15]([NH2:18])(=[O:17])=[O:16])[CH:7]=[CH:8][C:9]=1[O:10][C:11]([F:14])([F:13])[F:12])=[C:2]=[S:3].[NH3:19]. Product: [NH:1]([C:4]1[CH:5]=[C:6]([S:15]([NH2:18])(=[O:17])=[O:16])[CH:7]=[CH:8][C:9]=1[O:10][C:11]([F:12])([F:14])[F:13])[C:2]([NH2:19])=[S:3]. The catalyst class is: 5. (4) Reactant: [I:1][C:2]1[CH:3]=[C:4]2[C:8](=[CH:9][CH:10]=1)[NH:7][N:6]=[C:5]2[C:11]([N:13]([O:15][CH3:16])[CH3:14])=[O:12].[O:17]1[CH:22]=[CH:21][CH2:20][CH2:19][CH2:18]1.CC1C=CC(S([O-])(=O)=O)=CC=1.C1C=C[NH+]=CC=1.C([O-])(O)=O.[Na+]. Product: [I:1][C:2]1[CH:3]=[C:4]2[C:8](=[CH:9][CH:10]=1)[N:7]([CH:18]1[CH2:19][CH2:20][CH2:21][CH2:22][O:17]1)[N:6]=[C:5]2[C:11]([N:13]([O:15][CH3:16])[CH3:14])=[O:12]. The catalyst class is: 2. (5) Reactant: [CH:1]([C:3]1[CH:4]=[CH:5][C:6]([O:13][CH3:14])=[C:7]([CH:12]=1)[C:8]([O:10]C)=[O:9])=[O:2].Cl. Product: [CH:1]([C:3]1[CH:4]=[CH:5][C:6]([O:13][CH3:14])=[C:7]([CH:12]=1)[C:8]([OH:10])=[O:9])=[O:2]. The catalyst class is: 52.